From a dataset of Forward reaction prediction with 1.9M reactions from USPTO patents (1976-2016). Predict the product of the given reaction. (1) The product is: [C:42]1([CH:35]([C:36]2[CH:37]=[CH:38][CH:39]=[CH:40][CH:41]=2)[NH:34][C:32]([NH:31][C:28]2[CH:29]=[CH:30][C:25]([CH2:24][CH2:23][NH:22][CH2:21][C@H:20]([OH:48])[C:12]3[CH:11]=[CH:10][C:9]([OH:8])=[C:18]4[C:13]=3[CH:14]=[CH:15][C:16](=[O:19])[NH:17]4)=[CH:26][CH:27]=2)=[O:33])[CH:47]=[CH:46][CH:45]=[CH:44][CH:43]=1. Given the reactants C([O:8][C:9]1[CH:10]=[CH:11][C:12]([C@@H:20]([OH:48])[CH2:21][NH:22][CH2:23][CH2:24][C:25]2[CH:30]=[CH:29][C:28]([NH:31][C:32]([NH:34][CH:35]([C:42]3[CH:47]=[CH:46][CH:45]=[CH:44][CH:43]=3)[C:36]3[CH:41]=[CH:40][CH:39]=[CH:38][CH:37]=3)=[O:33])=[CH:27][CH:26]=2)=[C:13]2[C:18]=1[NH:17][C:16](=[O:19])[CH:15]=[CH:14]2)C1C=CC=CC=1, predict the reaction product. (2) Given the reactants Br[C:2](Br)=[CH:3][C:4]1[CH:9]=[C:8]([F:10])[CH:7]=[CH:6][C:5]=1[NH2:11].[C:13]1(B(O)O)[CH:18]=[CH:17][CH:16]=[CH:15][CH:14]=1.[O-]P([O-])([O-])=O.[K+].[K+].[K+].O, predict the reaction product. The product is: [F:10][C:8]1[CH:9]=[C:4]2[C:5](=[CH:6][CH:7]=1)[NH:11][C:2]([C:13]1[CH:18]=[CH:17][CH:16]=[CH:15][CH:14]=1)=[CH:3]2. (3) Given the reactants [F:1][C:2]1[CH:10]=[C:9]([N+:11]([O-:13])=[O:12])[CH:8]=[CH:7][C:3]=1[C:4]([OH:6])=O.[NH2:14][CH:15]1[CH2:20][CH2:19][N:18]([CH3:21])[CH2:17][CH2:16]1.CN(C(ON1N=NC2C=CC=NC1=2)=[N+](C)C)C.F[P-](F)(F)(F)(F)F.CCN(C(C)C)C(C)C, predict the reaction product. The product is: [F:1][C:2]1[CH:10]=[C:9]([N+:11]([O-:13])=[O:12])[CH:8]=[CH:7][C:3]=1[C:4]([NH:14][CH:15]1[CH2:20][CH2:19][N:18]([CH3:21])[CH2:17][CH2:16]1)=[O:6]. (4) Given the reactants [Cl:1][C:2]1[CH:9]=[CH:8][C:5]([CH2:6][NH2:7])=[CH:4][C:3]=1[NH:10][C:11]1[NH:15][C:14]2[CH:16]=[CH:17][C:18]([N:20]3[CH2:24][CH2:23][CH2:22][CH2:21]3)=[CH:19][C:13]=2[N:12]=1.[CH:25]1([S:28](Cl)(=[O:30])=[O:29])[CH2:27][CH2:26]1, predict the reaction product. The product is: [Cl:1][C:2]1[CH:9]=[CH:8][C:5]([CH2:6][NH:7][S:28]([CH:25]2[CH2:27][CH2:26]2)(=[O:30])=[O:29])=[CH:4][C:3]=1[NH:10][C:11]1[NH:15][C:14]2[CH:16]=[CH:17][C:18]([N:20]3[CH2:21][CH2:22][CH2:23][CH2:24]3)=[CH:19][C:13]=2[N:12]=1.